This data is from Forward reaction prediction with 1.9M reactions from USPTO patents (1976-2016). The task is: Predict the product of the given reaction. (1) Given the reactants Cl.[CH3:2][O:3][C:4]([CH:6]1[CH2:11][N:10]([C:12]2[CH:17]=[C:16]([C:18]3[CH:23]=[CH:22][C:21]([Cl:24])=[C:20]([Cl:25])[CH:19]=3)[N:15]=[CH:14][N:13]=2)[CH2:9][CH2:8][N:7]1C(OC(C)(C)C)=O)=[O:5], predict the reaction product. The product is: [CH3:2][O:3][C:4]([CH:6]1[CH2:11][N:10]([C:12]2[CH:17]=[C:16]([C:18]3[CH:23]=[CH:22][C:21]([Cl:24])=[C:20]([Cl:25])[CH:19]=3)[N:15]=[CH:14][N:13]=2)[CH2:9][CH2:8][NH:7]1)=[O:5]. (2) Given the reactants [H-].[Na+].C([O:7][C:8](=[O:18])[CH2:9]P(OCC)(OCC)=O)(C)(C)C.[C:19]([C:24]1[CH:29]=[CH:28][CH:27]=[CH:26][CH:25]=1)(=O)[CH:20]([CH3:22])[CH3:21], predict the reaction product. The product is: [CH3:21][CH:20]([CH3:22])[CH:19]([C:24]1[CH:29]=[CH:28][CH:27]=[CH:26][CH:25]=1)[CH2:9][C:8]([OH:7])=[O:18]. (3) Given the reactants [CH2:1]([C:3]1([OH:11])[CH2:10][CH2:9][CH2:8][CH2:7][CH2:6][CH2:5][CH2:4]1)[CH3:2].C([Li])CCC.[C:17](Cl)(=[O:21])[C:18]([CH3:20])=[CH2:19].C(=O)(O)[O-].[Na+], predict the reaction product. The product is: [C:17]([O:11][C:3]1([CH2:1][CH3:2])[CH2:4][CH2:5][CH2:6][CH2:7][CH2:8][CH2:9][CH2:10]1)(=[O:21])[C:18]([CH3:20])=[CH2:19]. (4) The product is: [F:20][C:17]([F:18])([F:19])[C:12]([C:3]1[CH:4]=[CH:5][C:6]2[C:11](=[CH:10][CH:9]=[CH:8][CH:7]=2)[C:2]=1[NH:1][C:22](=[O:26])[CH:23]=[CH:24][CH3:25])([OH:21])[C:13]([F:14])([F:15])[F:16]. Given the reactants [NH2:1][C:2]1[C:11]2[C:6](=[CH:7][CH:8]=[CH:9][CH:10]=2)[CH:5]=[CH:4][C:3]=1[C:12]([OH:21])([C:17]([F:20])([F:19])[F:18])[C:13]([F:16])([F:15])[F:14].[C:22](O[C:22](=[O:26])[CH:23]=[CH:24][CH3:25])(=[O:26])[CH:23]=[CH:24][CH3:25], predict the reaction product.